This data is from Full USPTO retrosynthesis dataset with 1.9M reactions from patents (1976-2016). The task is: Predict the reactants needed to synthesize the given product. (1) Given the product [Cl:20][C:3]1[C:4]([Cl:19])=[C:5]([S:8](=[O:10])(=[O:9])[NH:11][C@@H:12]([CH2:17][CH3:18])[C:13]([F:16])([F:15])[F:14])[CH:6]=[CH:7][C:2]=1[C:35]1[S:34][C:33]([C:31]2[O:48][C:28]([CH2:27][C:22]([CH3:49])([CH3:21])[C:23]([O:25][CH3:26])=[O:24])=[N:29][N:30]=2)=[N:37][C:36]=1[CH2:38][OH:39], predict the reactants needed to synthesize it. The reactants are: Br[C:2]1[CH:7]=[CH:6][C:5]([S:8]([NH:11][C@@H:12]([CH2:17][CH3:18])[C:13]([F:16])([F:15])[F:14])(=[O:10])=[O:9])=[C:4]([Cl:19])[C:3]=1[Cl:20].[CH3:21][C:22]([CH3:49])([CH2:27][C:28](=[O:48])[NH:29][NH:30][C:31]([C:33]1[S:34][CH:35]=[C:36]([CH2:38][O:39]COCC[Si](C)(C)C)[N:37]=1)=O)[C:23]([O:25][CH3:26])=[O:24].P(C1CCCCC1)(C1CCCCC1)C1CCCCC1.[H+].[B-](F)(F)(F)F.C(O)(=O)C(C)(C)C.C([O-])([O-])=O.[K+].[K+]. (2) Given the product [CH2:20]([O:22][C:23]([C:25]1([C:28]2[CH:29]=[CH:30][C:31]([C:34]3[CH:35]=[CH:36][C:37]([C:2]4[CH:6]=[N:5][N:4]([CH2:7][CH3:8])[C:3]=4[CH:9]([OH:19])[CH2:10][CH2:11][CH2:12][C:13]4[CH:18]=[CH:17][CH:16]=[CH:15][CH:14]=4)=[CH:38][CH:39]=3)=[CH:32][CH:33]=2)[CH2:27][CH2:26]1)=[O:24])[CH3:21], predict the reactants needed to synthesize it. The reactants are: Br[C:2]1[CH:6]=[N:5][N:4]([CH2:7][CH3:8])[C:3]=1[CH:9]([OH:19])[CH2:10][CH2:11][CH2:12][C:13]1[CH:18]=[CH:17][CH:16]=[CH:15][CH:14]=1.[CH2:20]([O:22][C:23]([C:25]1([C:28]2[CH:33]=[CH:32][C:31]([C:34]3[CH:39]=[CH:38][C:37](B4OC(C)(C)C(C)(C)O4)=[CH:36][CH:35]=3)=[CH:30][CH:29]=2)[CH2:27][CH2:26]1)=[O:24])[CH3:21]. (3) Given the product [Cl:22][C:19]1[CH:18]=[CH:17][C:16]([CH2:15][O:14][C:11]2[CH:12]=[CH:13][N:8]([C:5]3[CH:6]=[CH:7][C:2]4[N:1]=[C:34]([CH:31]5[CH2:32][CH2:33][CH:30]5[C:28]([O:27][CH3:26])=[O:29])[N:24]([CH3:25])[C:3]=4[CH:4]=3)[C:9](=[O:23])[CH:10]=2)=[CH:21][CH:20]=1, predict the reactants needed to synthesize it. The reactants are: [NH2:1][C:2]1[CH:7]=[CH:6][C:5]([N:8]2[CH:13]=[CH:12][C:11]([O:14][CH2:15][C:16]3[CH:21]=[CH:20][C:19]([Cl:22])=[CH:18][CH:17]=3)=[CH:10][C:9]2=[O:23])=[CH:4][C:3]=1[NH:24][CH3:25].[CH3:26][O:27][C:28]([CH:30]1[CH2:33][CH2:32][CH:31]1[C:34](O)=O)=[O:29].CN(C(ON1N=NC2C=CC=NC1=2)=[N+](C)C)C.F[P-](F)(F)(F)(F)F.C(N(CC)C(C)C)(C)C. (4) Given the product [N:15]1[CH:16]=[CH:17][CH:18]=[C:13]([C:10]2[N:9]=[C:8]([C:4]3[N:3]=[C:2]([C:19]#[N:20])[CH:7]=[CH:6][CH:5]=3)[O:12][N:11]=2)[CH:14]=1, predict the reactants needed to synthesize it. The reactants are: Br[C:2]1[CH:7]=[CH:6][CH:5]=[C:4]([C:8]2[O:12][N:11]=[C:10]([C:13]3[CH:14]=[N:15][CH:16]=[CH:17][CH:18]=3)[N:9]=2)[N:3]=1.[C-:19]#[N:20].[K+].C([Sn](Cl)(CCCC)CCCC)CCC. (5) Given the product [OH:1][C@H:2]([CH2:36][OH:37])[CH2:3][O:4][C:5]1[C:9]([CH3:10])=[C:8]([NH:11][C:12]([NH:14][CH2:15][C:16]2[CH:21]=[C:20]([CH2:22][O:23][CH3:24])[CH:19]=[CH:18][C:17]=2[O:25][C:26]([F:28])([F:29])[F:27])=[O:13])[N:7]([C:30]2[CH:31]=[CH:32][CH:33]=[CH:34][CH:35]=2)[N:6]=1, predict the reactants needed to synthesize it. The reactants are: [OH:1][CH:2]([CH2:36][OH:37])[CH2:3][O:4][C:5]1[C:9]([CH3:10])=[C:8]([NH:11][C:12]([NH:14][CH2:15][C:16]2[CH:21]=[C:20]([CH2:22][O:23][CH3:24])[CH:19]=[CH:18][C:17]=2[O:25][C:26]([F:29])([F:28])[F:27])=[O:13])[N:7]([C:30]2[CH:35]=[CH:34][CH:33]=[CH:32][CH:31]=2)[N:6]=1.CC1(C)O[C@@H](COC2C(C)=C(NC(NCC3C=C(COC)C=CC=3OC(F)(F)F)=O)N(C3C=CC=CC=3)N=2)CO1.C1COCC1.Cl.